From a dataset of Full USPTO retrosynthesis dataset with 1.9M reactions from patents (1976-2016). Predict the reactants needed to synthesize the given product. (1) Given the product [N:1]1[N:2]([C:6]2[CH:24]=[CH:23][CH:22]=[CH:21][C:7]=2[CH2:8][N:9]2[CH2:14][CH2:13][CH2:12][C:11]3([CH2:15][CH2:16][N:17]([C:35]4[N:40]=[C:39]([CH3:41])[CH:38]=[C:37]([CH3:42])[N:36]=4)[CH2:18][CH2:19]3)[C:10]2=[O:20])[N:3]=[CH:4][CH:5]=1, predict the reactants needed to synthesize it. The reactants are: [N:1]1[N:2]([C:6]2[CH:24]=[CH:23][CH:22]=[CH:21][C:7]=2[CH2:8][N:9]2[CH2:14][CH2:13][CH2:12][C:11]3([CH2:19][CH2:18][NH:17][CH2:16][CH2:15]3)[C:10]2=[O:20])[N:3]=[CH:4][CH:5]=1.C(N(C(C)C)CC)(C)C.Cl[C:35]1[N:40]=[C:39]([CH3:41])[CH:38]=[C:37]([CH3:42])[N:36]=1. (2) Given the product [F:16][C:13]1[CH:14]=[CH:15][C:10]([CH2:9][NH:8][C:6]2[N:5]=[C:4]([NH:17][CH2:18][C:19]#[CH:20])[N:3]=[C:2]([N:24]([CH3:25])[O:23][CH3:22])[N:7]=2)=[CH:11][CH:12]=1, predict the reactants needed to synthesize it. The reactants are: Cl[C:2]1[N:7]=[C:6]([NH:8][CH2:9][C:10]2[CH:15]=[CH:14][C:13]([F:16])=[CH:12][CH:11]=2)[N:5]=[C:4]([NH:17][CH2:18][C:19]#[CH:20])[N:3]=1.Cl.[CH3:22][O:23][NH:24][CH3:25].CON(C)C1N=C(NCCC)N=C(NCC#C)N=1.